From a dataset of Full USPTO retrosynthesis dataset with 1.9M reactions from patents (1976-2016). Predict the reactants needed to synthesize the given product. (1) Given the product [CH:56]1([NH:59][CH2:60][C@@H:61]2[CH2:66][CH2:65][CH2:64][N:63]([C:31](=[O:32])[CH2:30][C:26]3[C:25]([CH3:34])=[C:24](/[CH:23]=[C:16]4\[C:17](=[O:22])[NH:18][C:19]5[C:15]\4=[CH:14][C:13]([S:10]([CH2:9][C:3]4[C:4]([Cl:8])=[CH:5][CH:6]=[CH:7][C:2]=4[Cl:1])(=[O:11])=[O:12])=[CH:21][CH:20]=5)[NH:28][C:27]=3[CH3:29])[CH2:62]2)[CH2:58][CH2:57]1, predict the reactants needed to synthesize it. The reactants are: [Cl:1][C:2]1[CH:7]=[CH:6][CH:5]=[C:4]([Cl:8])[C:3]=1[CH2:9][S:10]([C:13]1[CH:14]=[C:15]2[C:19](=[CH:20][CH:21]=1)[NH:18][C:17](=[O:22])/[C:16]/2=[CH:23]\[C:24]1[NH:28][C:27]([CH3:29])=[C:26]([CH2:30][C:31](O)=[O:32])[C:25]=1[CH3:34])(=[O:12])=[O:11].C1C=CC2N(O)N=NC=2C=1.CCN=C=NCCCN(C)C.[CH:56]1([NH:59][CH2:60][C@@H:61]2[CH2:66][CH2:65][CH2:64][NH:63][CH2:62]2)[CH2:58][CH2:57]1. (2) Given the product [CH3:7][C:8]([CH2:15][CH2:16][CH2:17][CH:18]([CH3:25])[CH2:19][CH2:20][CH2:21][CH:22]([CH3:24])[CH3:23])=[CH:9][CH2:10][CH2:11][OH:12], predict the reactants needed to synthesize it. The reactants are: [H-].[Al+3].[Li+].[H-].[H-].[H-].[CH3:7][C:8]([CH2:15][CH2:16][CH2:17][CH:18]([CH3:25])[CH2:19][CH2:20][CH2:21][CH:22]([CH3:24])[CH3:23])=[CH:9][CH2:10][C:11](OC)=[O:12].S([O-])([O-])(=O)=O.[Na+].[Na+]. (3) Given the product [F:38][C:33]1[CH:32]=[CH:31][C:30]([C:2]2[CH:3]=[C:4]([C:9]3[N:13]4[CH:14]=[CH:15][C:16]([C:19]([OH:22])([CH3:21])[CH3:20])=[C:17]([F:18])[C:12]4=[N:11][CH:10]=3)[CH:5]=[CH:6][C:7]=2[F:8])=[CH:37][C:34]=1[C:35]#[N:36], predict the reactants needed to synthesize it. The reactants are: Cl[C:2]1[CH:3]=[C:4]([C:9]2[N:13]3[CH:14]=[CH:15][C:16]([C:19]([OH:22])([CH3:21])[CH3:20])=[C:17]([F:18])[C:12]3=[N:11][CH:10]=2)[CH:5]=[CH:6][C:7]=1[F:8].CC1(C)COB([C:30]2[CH:31]=[CH:32][C:33]([F:38])=[C:34]([CH:37]=2)[C:35]#[N:36])OC1. (4) Given the product [N:7]1[CH:8]=[CH:9][CH:10]=[C:5]([N:3]2[CH2:13][CH2:12][C:11]([NH2:14])=[N:4]2)[CH:6]=1, predict the reactants needed to synthesize it. The reactants are: Cl.Cl.[NH:3]([C:5]1[CH:6]=[N:7][CH:8]=[CH:9][CH:10]=1)[NH2:4].[C:11](#[N:14])[CH:12]=[CH2:13].N(C1C=NC=CC=1)N. (5) Given the product [Cl:28][C:15]1[C:16]2[C:11](=[CH:10][C:9]([C:6]3[CH:7]=[CH:8][C:3]([O:2][CH3:1])=[CH:4][C:5]=3[CH3:20])=[CH:18][CH:17]=2)[CH:12]=[CH:13][C:14]=1[OH:19], predict the reactants needed to synthesize it. The reactants are: [CH3:1][O:2][C:3]1[CH:8]=[CH:7][C:6]([C:9]2[CH:10]=[C:11]3[C:16](=[CH:17][CH:18]=2)[CH:15]=[C:14]([OH:19])[CH:13]=[CH:12]3)=[C:5]([CH3:20])[CH:4]=1.C1C(=O)N([Cl:28])C(=O)C1. (6) Given the product [Br:1][C:2]1[N:3]=[CH:4][C:5]([NH:8][C:40]2[CH:39]=[C:38]([C:23]3[C:24]([O:28][CH2:29][C:30]4[CH:35]=[CH:34][C:33]([O:36][CH3:37])=[CH:32][CH:31]=4)=[CH:25][CH:26]=[CH:27][C:22]=3[O:21][CH3:20])[NH:52][N:51]=2)=[N:6][CH:7]=1, predict the reactants needed to synthesize it. The reactants are: [Br:1][C:2]1[N:3]=[CH:4][C:5]([NH2:8])=[N:6][CH:7]=1.C([Li])CCC.CCCCCC.[CH3:20][O:21][C:22]1[CH:27]=[CH:26][CH:25]=[C:24]([O:28][CH2:29][C:30]2[CH:35]=[CH:34][C:33]([O:36][CH3:37])=[CH:32][CH:31]=2)[C:23]=1[C:38](=O)[CH:39]=[C:40](SC)SC.C(O)(=O)C.O.[NH2:51][NH2:52]. (7) Given the product [F:1][C:2]1[CH:3]=[C:4]([NH:8][C:9]2[N:14]=[C:13]([NH:15][CH2:16][CH2:17][CH3:18])[C:12]([CH:19]=[O:20])=[CH:11][N:10]=2)[CH:5]=[CH:6][CH:7]=1, predict the reactants needed to synthesize it. The reactants are: [F:1][C:2]1[CH:3]=[C:4]([NH:8][C:9]2[N:14]=[C:13]([NH:15][CH2:16][CH2:17][CH3:18])[C:12]([CH2:19][OH:20])=[CH:11][N:10]=2)[CH:5]=[CH:6][CH:7]=1. (8) Given the product [NH2:1][C:18]([C:15]1[CH:16]=[C:17]2[C:12](=[CH:13][C:14]=1[OH:22])[NH:11][N:10]=[C:9]2[CH2:2][C:3]1[CH:8]=[CH:7][CH:6]=[CH:5][CH:4]=1)=[O:19], predict the reactants needed to synthesize it. The reactants are: [NH3:1].[CH2:2]([C:9]1[C:17]2[C:12](=[CH:13][C:14]([OH:22])=[C:15]([C:18](OC)=[O:19])[CH:16]=2)[NH:11][N:10]=1)[C:3]1[CH:8]=[CH:7][CH:6]=[CH:5][CH:4]=1.[Cl-].[Mg+2].[Cl-]. (9) Given the product [CH3:47][C:44]([O:43][C:41]([N:40]1[C:36]2[N:35]=[CH:34][N:33]=[C:32]([N:29]3[CH2:28][CH2:27][C:26]4([C:23]5=[N:24][C:25]6[C:17]([O:6][S:3]([C:2]([F:15])([F:14])[F:1])(=[O:5])=[O:4])=[CH:18][CH:19]=[CH:20][C:21]=6[N:22]5[C:49](=[O:50])[N:48]4[C:51]([O:53][C:54]([CH3:57])([CH3:56])[CH3:55])=[O:52])[CH2:31][CH2:30]3)[C:37]=2[CH:38]=[CH:39]1)=[O:42])([CH3:45])[CH3:46], predict the reactants needed to synthesize it. The reactants are: [F:1][C:2]([F:15])([F:14])[S:3]([O:6]S(C(F)(F)F)(=O)=O)(=[O:5])=[O:4].O[C:17]1[C:25]2[N:24]=[C:23]3[C:26]4([N:48]([C:51]([O:53][C:54]([CH3:57])([CH3:56])[CH3:55])=[O:52])[C:49](=[O:50])[N:22]3[C:21]=2[CH:20]=[CH:19][CH:18]=1)[CH2:31][CH2:30][N:29]([C:32]1[C:37]2[CH:38]=[CH:39][N:40]([C:41]([O:43][C:44]([CH3:47])([CH3:46])[CH3:45])=[O:42])[C:36]=2[N:35]=[CH:34][N:33]=1)[CH2:28][CH2:27]4.C(N(C(C)C)C(C)C)C.